This data is from Reaction yield outcomes from USPTO patents with 853,638 reactions. The task is: Predict the reaction yield, written as a fraction of the theoretical maximum amount of product (1.0 means a 100% yield; for example, 0.34 means a 34% yield). (1) The reactants are [Cl:1][C:2]1[CH:7]=[CH:6][C:5]([C:8]2[CH:41]=[CH:40][C:39]([N+:42]([O-])=O)=[CH:38][C:9]=2[CH2:10][O:11][C:12]2[CH:17]=[CH:16][C:15]([C:18]3[N:22]([CH:23]4[CH2:28][CH2:27][CH2:26][CH2:25][CH2:24]4)[C:21]4[CH:29]=[CH:30][C:31]([C:33]([O:35][CH3:36])=[O:34])=[CH:32][C:20]=4[N:19]=3)=[C:14]([F:37])[CH:13]=2)=[CH:4][CH:3]=1.O.O.[Sn](Cl)Cl. The catalyst is C(O)C. The product is [NH2:42][C:39]1[CH:40]=[CH:41][C:8]([C:5]2[CH:6]=[CH:7][C:2]([Cl:1])=[CH:3][CH:4]=2)=[C:9]([CH:38]=1)[CH2:10][O:11][C:12]1[CH:17]=[CH:16][C:15]([C:18]2[N:22]([CH:23]3[CH2:28][CH2:27][CH2:26][CH2:25][CH2:24]3)[C:21]3[CH:29]=[CH:30][C:31]([C:33]([O:35][CH3:36])=[O:34])=[CH:32][C:20]=3[N:19]=2)=[C:14]([F:37])[CH:13]=1. The yield is 0.820. (2) The reactants are [CH2:1]([C:4]1[CH:13]=[CH:12][C:11]2[C:6](=[N:7][CH:8]=[CH:9][CH:10]=2)[N:5]=1)[CH:2]=[CH2:3].Br[C:15]1[CH:34]=[CH:33][C:18]([CH2:19][C@@H:20]([C:29]([O:31][CH3:32])=[O:30])[NH:21][C:22]([O:24][C:25]([CH3:28])([CH3:27])[CH3:26])=[O:23])=[CH:17][CH:16]=1.CC1C(P(C2C(C)=CC=CC=2)C2C(C)=CC=CC=2)=CC=CC=1.CCN(C(C)C)C(C)C. The catalyst is C(#N)C.C([O-])(=O)C.[Pd+2].C([O-])(=O)C. The product is [C:25]([O:24][C:22]([NH:21][C@H:20]([C:29]([O:31][CH3:32])=[O:30])[CH2:19][C:18]1[CH:17]=[CH:16][C:15]([CH:3]=[CH:2][CH2:1][C:4]2[CH:13]=[CH:12][C:11]3[C:6](=[N:7][CH:8]=[CH:9][CH:10]=3)[N:5]=2)=[CH:34][CH:33]=1)=[O:23])([CH3:27])([CH3:28])[CH3:26]. The yield is 0.220.